Dataset: Catalyst prediction with 721,799 reactions and 888 catalyst types from USPTO. Task: Predict which catalyst facilitates the given reaction. (1) Reactant: C([SiH]([CH2:6][CH3:7])CC)C.F[C:9](F)(F)[C:10]([OH:12])=[O:11].[I-].[NH4+:16].[CH3:17][S:18]C.[CH:20](Cl)(Cl)Cl. Product: [CH3:20][NH:16][C@H:9]([C:10]([OH:12])=[O:11])[CH2:7][CH2:6][S:18][CH3:17]. The catalyst class is: 11. (2) Reactant: Cl.[F:2][C:3]1[C:4]([C:28]2[CH:33]=[CH:32][C:31]([N:34]3[N:38]=[N:37][CH:36]=[N:35]3)=[CH:30][CH:29]=2)=[CH:5][C:6](=[O:27])[N:7]([CH2:9][CH2:10][C@@:11]([CH3:26])([S:22]([CH3:25])(=[O:24])=[O:23])[C:12]([NH:14][O:15]C2CCCCO2)=[O:13])[CH:8]=1. Product: [F:2][C:3]1[C:4]([C:28]2[CH:29]=[CH:30][C:31]([N:34]3[N:38]=[N:37][CH:36]=[N:35]3)=[CH:32][CH:33]=2)=[CH:5][C:6](=[O:27])[N:7]([CH2:9][CH2:10][C@@:11]([CH3:26])([S:22]([CH3:25])(=[O:23])=[O:24])[C:12]([NH:14][OH:15])=[O:13])[CH:8]=1. The catalyst class is: 98. (3) Reactant: C([N:8]1[CH2:16][CH:11]2[CH2:12][O:13][CH2:14][CH2:15][N:10]2[C:9]1=[O:17])C1C=CC=CC=1.N.CCO. Product: [CH2:16]1[CH:11]2[CH2:12][O:13][CH2:14][CH2:15][N:10]2[C:9](=[O:17])[NH:8]1. The catalyst class is: 1. (4) The catalyst class is: 5. Reactant: [CH3:1][N:2]1[C:7](=[O:8])[C:6]([CH3:9])=[CH:5][C:4]([NH:10][S:11]([C:14]2([CH2:17][CH:18]=[O:19])[CH2:16][CH2:15]2)(=[O:13])=[O:12])=[C:3]1[N:20]([C:28]1[CH:33]=[CH:32][C:31]([I:34])=[CH:30][C:29]=1[F:35])[C:21](=[O:27])[O:22][C:23]([CH3:26])([CH3:25])[CH3:24].[BH4-].[Na+]. Product: [F:35][C:29]1[CH:30]=[C:31]([I:34])[CH:32]=[CH:33][C:28]=1[N:20]([C:3]1[N:2]([CH3:1])[C:7](=[O:8])[C:6]([CH3:9])=[CH:5][C:4]=1[NH:10][S:11]([C:14]1([CH2:17][CH2:18][OH:19])[CH2:16][CH2:15]1)(=[O:13])=[O:12])[C:21](=[O:27])[O:22][C:23]([CH3:26])([CH3:25])[CH3:24]. (5) Reactant: [CH3:1][C:2]1[CH:3]=[C:4]([C:12]2[C:18]3[CH:19]=[C:20]4[O:25][CH2:24][O:23][C:21]4=[CH:22][C:17]=3[CH2:16][C@@H:15]([CH3:26])[NH:14][N:13]=2)[CH:5]=[C:6]([CH3:11])[C:7]=1[N+:8]([O-:10])=[O:9].CC1CC2C=C3OCOC3=CC=2C(C2C=CC([N+]([O-])=O)=CC=2)=NN1[C:51]([Cl:53])=[S:52]. Product: [CH3:1][C:2]1[CH:3]=[C:4]([C:12]2[C:18]3[CH:19]=[C:20]4[O:25][CH2:24][O:23][C:21]4=[CH:22][C:17]=3[CH2:16][C@@H:15]([CH3:26])[N:14]([C:51]([Cl:53])=[S:52])[N:13]=2)[CH:5]=[C:6]([CH3:11])[C:7]=1[N+:8]([O-:10])=[O:9]. The catalyst class is: 22. (6) Reactant: [F:1][C:2]1[CH:7]=[C:6]([N:8]2[CH2:13][C@@H:12]3[CH2:14][C@H:9]2[CH2:10][N:11]3[CH3:15])[CH:5]=[CH:4][C:3]=1[C:16]1[N:21]2[N:22]=[C:23]([C:34]3[CH:39]=[CH:38][N:37]=[CH:36][CH:35]=3)[C:24]([C:25]3[CH:33]=[CH:32][CH:31]=[C:30]4[C:26]=3[CH:27]=[N:28][NH:29]4)=[C:20]2[N:19]=[CH:18][CH:17]=1.ClC1C=CC=C(C(OO)=[O:48])C=1. Product: [F:1][C:2]1[CH:7]=[C:6]([N:8]2[CH2:13][C@@H:12]3[CH2:14][C@H:9]2[CH2:10][N+:11]3([CH3:15])[O-:48])[CH:5]=[CH:4][C:3]=1[C:16]1[N:21]2[N:22]=[C:23]([C:34]3[CH:35]=[CH:36][N:37]=[CH:38][CH:39]=3)[C:24]([C:25]3[CH:33]=[CH:32][CH:31]=[C:30]4[C:26]=3[CH:27]=[N:28][NH:29]4)=[C:20]2[N:19]=[CH:18][CH:17]=1. The catalyst class is: 2. (7) Reactant: [Cl:1][C:2]1[CH:7]=[CH:6][C:5]([C:8]#[C:9][C:10]2[CH:36]=[CH:35][C:13]([CH2:14][N:15]([CH2:29][CH2:30][CH2:31][CH2:32][CH2:33][CH3:34])[C:16]3[CH:28]=[CH:27][C:19]4[O:20]C(C)(C)[O:22][C:23](=[O:24])[C:18]=4[CH:17]=3)=[CH:12][CH:11]=2)=[CH:4][CH:3]=1.[OH-].[Na+]. Product: [Cl:1][C:2]1[CH:3]=[CH:4][C:5]([C:8]#[C:9][C:10]2[CH:11]=[CH:12][C:13]([CH2:14][N:15]([CH2:29][CH2:30][CH2:31][CH2:32][CH2:33][CH3:34])[C:16]3[CH:28]=[CH:27][C:19]([OH:20])=[C:18]([CH:17]=3)[C:23]([OH:24])=[O:22])=[CH:35][CH:36]=2)=[CH:6][CH:7]=1. The catalyst class is: 5. (8) Reactant: [H-].[Al+3].[Li+].[H-].[H-].[H-].[F:7][C:8]1[CH:9]=[C:10]([CH2:32][CH:33]([C:39](OCC)=[O:40])[C:34](OCC)=[O:35])[CH:11]=[CH:12][C:13]=1[C:14]1[S:15][C:16]2[C:21]([N:22]=1)=[CH:20][CH:19]=[C:18]([C:23]1([C:26]3[CH:31]=[CH:30][CH:29]=[CH:28][CH:27]=3)[CH2:25][CH2:24]1)[N:17]=2. Product: [F:7][C:8]1[CH:9]=[C:10]([CH2:32][CH:33]([CH2:39][OH:40])[CH2:34][OH:35])[CH:11]=[CH:12][C:13]=1[C:14]1[S:15][C:16]2[C:21]([N:22]=1)=[CH:20][CH:19]=[C:18]([C:23]1([C:26]3[CH:31]=[CH:30][CH:29]=[CH:28][CH:27]=3)[CH2:25][CH2:24]1)[N:17]=2. The catalyst class is: 1. (9) Reactant: [NH:1]([C:36]([CH3:38])=[O:37])[C@H:2]([C:10]([NH:12][C@H:13]([C:25]([N:27]1[CH2:35][CH2:34][CH2:33][C@H:28]1[C:29]([O:31]C)=[O:30])=[O:26])[CH2:14][CH2:15][CH2:16][NH:17][C:18]([O:20][C:21]([CH3:24])([CH3:23])[CH3:22])=[O:19])=[O:11])[CH2:3][C:4]1[CH:9]=[CH:8][CH:7]=[CH:6][CH:5]=1.[OH-].[Na+]. Product: [NH:1]([C:36]([CH3:38])=[O:37])[C@H:2]([C:10]([NH:12][C@H:13]([C:25]([N:27]1[CH2:35][CH2:34][CH2:33][C@H:28]1[C:29]([OH:31])=[O:30])=[O:26])[CH2:14][CH2:15][CH2:16][NH:17][C:18]([O:20][C:21]([CH3:24])([CH3:23])[CH3:22])=[O:19])=[O:11])[CH2:3][C:4]1[CH:5]=[CH:6][CH:7]=[CH:8][CH:9]=1. The catalyst class is: 5.